This data is from Reaction yield outcomes from USPTO patents with 853,638 reactions. The task is: Predict the reaction yield, written as a fraction of the theoretical maximum amount of product (1.0 means a 100% yield; for example, 0.34 means a 34% yield). (1) The reactants are C([O:4][C@H:5]1[C@@H:28]([O:29]C(=O)C)[C@H:27]([O:33]C(=O)C)[C@@H:26]([CH2:37][O:38]C(=O)C)[O:25][C@@H:6]1[O:7][C:8]1[CH:13]=[CH:12][C:11]([C:14]2[CH:15]=[C:16]3[N:22]=[CH:21][N:20]([CH3:23])[C:17]3=[N:18][CH:19]=2)=[CH:10][C:9]=1[Cl:24])(=O)C. The catalyst is CO. The product is [O:7]([C:8]1[CH:13]=[CH:12][C:11]([C:14]2[CH:15]=[C:16]3[N:22]=[CH:21][N:20]([CH3:23])[C:17]3=[N:18][CH:19]=2)=[CH:10][C:9]=1[Cl:24])[C@H:6]1[O:25][C@H:26]([CH2:37][OH:38])[C@@H:27]([OH:33])[C@H:28]([OH:29])[C@@H:5]1[OH:4]. The yield is 0.370. (2) The reactants are Cl.[NH2:2][OH:3].[OH-].[K+].NO.[CH3:8][C:9]1[C:13]2[CH2:14][N:15]([C:18]([C:20]3[N:21]([CH3:25])[CH:22]=[CH:23][CH:24]=3)=[O:19])[CH2:16][CH2:17][C:12]=2[S:11][C:10]=1[C:26]([O:28]CC)=O.C(O)=O. The catalyst is CO.CS(C)=O. The product is [OH:3][NH:2][C:26]([C:10]1[S:11][C:12]2[CH2:17][CH2:16][N:15]([C:18]([C:20]3[N:21]([CH3:25])[CH:22]=[CH:23][CH:24]=3)=[O:19])[CH2:14][C:13]=2[C:9]=1[CH3:8])=[O:28]. The yield is 0.225. (3) The reactants are F[C:2]1[CH:3]=[C:4]([CH2:12][C:13]([OH:15])=[O:14])[CH:5]=[CH:6][C:7]=1C(F)(F)F.[CH2:16](N(CC)CC)[CH3:17].C(Cl)(=O)C(C)(C)C.C([C@@H]1COC(=O)N1)C1C=CC=CC=1.C([Li])CCC.[NH4+].[Cl-]. The catalyst is CCOCC.C1COCC1. The product is [CH3:4][CH2:3][CH2:2][CH2:7][CH2:6][CH3:5].[C:13]([O:15][CH2:16][CH3:17])(=[O:14])[CH3:12]. The yield is 0.571. (4) The reactants are Cl[C:2]1[C:7]([N+:8]([O-:10])=[O:9])=[CH:6][CH:5]=[CH:4][N:3]=1.[CH3:11][C:12]1[CH:13]=[C:14]([OH:23])[N:15]([C:17]2[CH:22]=[CH:21][CH:20]=[CH:19][CH:18]=2)[N:16]=1.C(=O)([O-])[O-].[Cs+].[Cs+]. The catalyst is CN(C)C=O.C(OCC)(=O)C. The product is [CH3:11][C:12]1[CH:13]=[C:14]([O:23][C:2]2[C:7]([N+:8]([O-:10])=[O:9])=[CH:6][CH:5]=[CH:4][N:3]=2)[N:15]([C:17]2[CH:22]=[CH:21][CH:20]=[CH:19][CH:18]=2)[N:16]=1. The yield is 0.230. (5) The reactants are [Cl:1][C:2]1[C:7]([O:8][CH3:9])=[CH:6][C:5]([O:10][CH3:11])=[C:4]([Cl:12])[C:3]=1[N:13]([CH2:47][O:48][CH2:49][CH2:50][Si:51]([CH3:54])([CH3:53])[CH3:52])[C:14](=[O:46])[N:15]([C:17]1[N:22]=[CH:21][N:20]=[C:19]([NH:23][C:24]2[CH:29]=[CH:28][C:27]([N:30]3[CH2:35][CH2:34][N:33]([C:36]([O:38][C:39]([CH3:42])([CH3:41])[CH3:40])=[O:37])[CH2:32][CH2:31]3)=[CH:26][C:25]=2[N+:43]([O-:45])=[O:44])[CH:18]=1)[CH3:16].[C:55](O[C:55]([O:57][C:58]([CH3:61])([CH3:60])[CH3:59])=[O:56])([O:57][C:58]([CH3:61])([CH3:60])[CH3:59])=[O:56].CCOC(C)=O.O. The catalyst is CN(C1C=CN=CC=1)C.C1COCC1. The product is [C:58]([O:57][C:55]([N:23]([C:19]1[CH:18]=[C:17]([N:15]([CH3:16])[C:14]([N:13]([C:3]2[C:2]([Cl:1])=[C:7]([O:8][CH3:9])[CH:6]=[C:5]([O:10][CH3:11])[C:4]=2[Cl:12])[CH2:47][O:48][CH2:49][CH2:50][Si:51]([CH3:53])([CH3:52])[CH3:54])=[O:46])[N:22]=[CH:21][N:20]=1)[C:24]1[CH:29]=[CH:28][C:27]([N:30]2[CH2:35][CH2:34][N:33]([C:36]([O:38][C:39]([CH3:42])([CH3:41])[CH3:40])=[O:37])[CH2:32][CH2:31]2)=[CH:26][C:25]=1[N+:43]([O-:45])=[O:44])=[O:56])([CH3:61])([CH3:60])[CH3:59]. The yield is 0.820. (6) The reactants are [CH:1]1([C:5]([NH:7][CH2:8][C:9](OCC)=[O:10])=O)[CH2:4][CH2:3][CH2:2]1.B#B.CO.Cl. The catalyst is O1CCCC1. The product is [CH:1]1([CH2:5][NH:7][CH2:8][CH2:9][OH:10])[CH2:4][CH2:3][CH2:2]1. The yield is 0.780. (7) The reactants are CB1N2CCC[C@H]2C(C2C=CC=CC=2)(C2C=CC=CC=2)O1.[C:22]([C:25]1[C:26]([O:45][CH3:46])=[C:27]([CH:34]2[CH2:37][N:36]([C:38]([O:40][C:41]([CH3:44])([CH3:43])[CH3:42])=[O:39])[CH2:35]2)[C:28]([C:32]#[N:33])=[C:29]([Cl:31])[CH:30]=1)(=[O:24])[CH3:23]. The catalyst is O1CCCC1. The product is [Cl:31][C:29]1[C:28]([C:32]#[N:33])=[C:27]([CH:34]2[CH2:35][N:36]([C:38]([O:40][C:41]([CH3:43])([CH3:42])[CH3:44])=[O:39])[CH2:37]2)[C:26]([O:45][CH3:46])=[C:25]([CH:22]([OH:24])[CH3:23])[CH:30]=1. The yield is 0.970. (8) The reactants are [CH:1](=O)[CH3:2].[NH:4]1[CH2:9][CH2:8][CH:7]([C:10]2[CH:15]=[CH:14][C:13]([NH:16][C:17]3[N:22]=[C:21]([CH2:23][CH2:24][C:25]4[CH:30]=[CH:29][CH:28]=[CH:27][C:26]=4[CH2:31][C:32]([NH2:34])=[O:33])[C:20]([C:35]([F:38])([F:37])[F:36])=[CH:19][N:18]=3)=[CH:12][CH:11]=2)[CH2:6][CH2:5]1.C(O[BH-](OC(=O)C)OC(=O)C)(=O)C.[Na+]. The catalyst is CO.C(Cl)Cl. The product is [CH2:1]([N:4]1[CH2:9][CH2:8][CH:7]([C:10]2[CH:11]=[CH:12][C:13]([NH:16][C:17]3[N:22]=[C:21]([CH2:23][CH2:24][C:25]4[CH:30]=[CH:29][CH:28]=[CH:27][C:26]=4[CH2:31][C:32]([NH2:34])=[O:33])[C:20]([C:35]([F:38])([F:37])[F:36])=[CH:19][N:18]=3)=[CH:14][CH:15]=2)[CH2:6][CH2:5]1)[CH3:2]. The yield is 0.420. (9) The product is [Cl:28][C:29]1[CH:30]=[C:31]([C@@H:39]([CH2:49][CH:50]2[CH2:51][CH2:52][CH2:53][CH2:54]2)[C:40]([NH:42][C:43]2[CH:47]=[CH:46][N:45]([S:57]([CH2:55][CH3:56])(=[O:59])=[O:58])[N:44]=2)=[O:41])[CH:32]=[CH:33][C:34]=1[S:35]([CH3:38])(=[O:36])=[O:37]. The reactants are C1(P(C2C=CC=CC=2)C2C=CC=CC=2)C=CC=CC=1.BrN1C(=O)CCC1=O.[Cl:28][C:29]1[CH:30]=[C:31]([C@@H:39]([CH2:49][CH:50]2[CH2:54][CH2:53][CH2:52][CH2:51]2)[C:40]([NH:42][C:43]2[CH:47]=[CH:46][N:45](C)[N:44]=2)=[O:41])[CH:32]=[CH:33][C:34]=1[S:35]([CH3:38])(=[O:37])=[O:36].[CH2:55]([S:57](N1C=CC(N)=N1)(=[O:59])=[O:58])[CH3:56].N1C(C)=CC=CC=1C. The catalyst is C(Cl)Cl.C(OCC)(=O)C. The yield is 0.460. (10) The reactants are Br[CH:2]([C:4]1[S:8][C:7]([S:9][C:10]2[CH:15]=[CH:14][C:13]([Cl:16])=[CH:12][C:11]=2[Cl:17])=[C:6]([N+:18]([O-:20])=[O:19])[CH:5]=1)[CH3:3].[CH3:21][NH2:22]. The catalyst is O1CCCC1. The product is [Cl:17][C:11]1[CH:12]=[C:13]([Cl:16])[CH:14]=[CH:15][C:10]=1[S:9][C:7]1[S:8][C:4]([CH:2]([NH:22][CH3:21])[CH3:3])=[CH:5][C:6]=1[N+:18]([O-:20])=[O:19]. The yield is 0.330.